Predict the reactants needed to synthesize the given product. From a dataset of Full USPTO retrosynthesis dataset with 1.9M reactions from patents (1976-2016). (1) Given the product [C:1]([O-:13])(=[O:12])[CH2:2][C:3]([CH2:8][C:9]([O-:11])=[O:10])([C:5]([O-:7])=[O:6])[OH:4].[Na+:29].[Na+:29].[Na+:29], predict the reactants needed to synthesize it. The reactants are: [C:1]([O-:13])(=[O:12])[CH2:2][C:3]([CH2:8][C:9]([O-:11])=[O:10])([C:5]([O-:7])=[O:6])[OH:4].O.O.C([O-])(=O)CC(CC([O-])=O)(C([O-])=O)O.[Na+:29].[Na+].[Na+]. (2) Given the product [CH3:9][O:10][C:11]([C@@H:12]([NH:21][C:22](=[O:23])[O:24][C:25]([CH3:27])([CH3:26])[CH3:28])[CH2:13][CH:14]1[CH2:19][CH2:18][CH:17]([O:20][Si:5]([C:2]([CH3:4])([CH3:3])[CH3:1])([CH3:7])[CH3:6])[CH2:16][CH2:15]1)=[O:29], predict the reactants needed to synthesize it. The reactants are: [CH3:1][C:2]([Si:5](Cl)([CH3:7])[CH3:6])([CH3:4])[CH3:3].[CH3:9][O:10][C:11](=[O:29])[CH:12]([NH:21][C:22]([O:24][C:25]([CH3:28])([CH3:27])[CH3:26])=[O:23])[CH2:13][CH:14]1[CH2:19][CH2:18][CH:17]([OH:20])[CH2:16][CH2:15]1.N1C=CN=C1. (3) Given the product [CH3:1][N:2]1[C:11]2[C:6](=[N:7][CH:8]=[CH:9][CH:10]=2)[CH:5]=[CH:4][C:3]1=[O:12], predict the reactants needed to synthesize it. The reactants are: [CH3:1][N+:2]1[C:11]2[C:6](=[N:7][CH:8]=[CH:9][CH:10]=2)[CH:5]=[CH:4][CH:3]=1.[OH-:12].[Na+]. (4) Given the product [OH:13][C:12]1[CH:11]=[CH:10][CH:9]=[CH:8][C:7]=1[N:3]1[CH2:2][CH2:1][N:6]([C:24]([O:23][C:20]([CH3:22])([CH3:21])[CH3:19])=[O:25])[CH2:5][CH2:4]1, predict the reactants needed to synthesize it. The reactants are: [CH2:1]1[NH:6][CH2:5][CH2:4][N:3]([C:7]2[C:12]([OH:13])=[CH:11][CH:10]=[CH:9][CH:8]=2)[CH2:2]1.C([O-])(O)=O.[Na+].[CH3:19][C:20]([O:23][C:24](O[C:24]([O:23][C:20]([CH3:22])([CH3:21])[CH3:19])=[O:25])=[O:25])([CH3:22])[CH3:21]. (5) Given the product [N+:20]([C:3]1[CH:4]=[C:5]([CH:18]=[CH:19][C:2]=1[N:23]1[CH2:28][CH2:27][NH:26][CH2:25][CH2:24]1)[C:6]([C:8]1[CH:17]=[CH:16][CH:15]=[CH:14][C:9]=1[C:10]([O:12][CH3:13])=[O:11])=[O:7])([O-:22])=[O:21], predict the reactants needed to synthesize it. The reactants are: Cl[C:2]1[CH:19]=[CH:18][C:5]([C:6]([C:8]2[CH:17]=[CH:16][CH:15]=[CH:14][C:9]=2[C:10]([O:12][CH3:13])=[O:11])=[O:7])=[CH:4][C:3]=1[N+:20]([O-:22])=[O:21].[NH:23]1[CH2:28][CH2:27][NH:26][CH2:25][CH2:24]1. (6) Given the product [CH3:1][C:2]1[CH:3]=[C:4]([CH:7]=[CH:12][N+:9]([O-:11])=[O:10])[S:5][CH:6]=1, predict the reactants needed to synthesize it. The reactants are: [CH3:1][C:2]1[CH:3]=[C:4]([CH:7]=O)[S:5][CH:6]=1.[N+:9]([CH3:12])([O-:11])=[O:10].